This data is from Forward reaction prediction with 1.9M reactions from USPTO patents (1976-2016). The task is: Predict the product of the given reaction. Given the reactants [OH:1][C:2]1[CH:7]=[CH:6][C:5]([N:8]2[C:13](=[O:14])[C:12]([CH2:15][C:16]3[CH:21]=[CH:20][C:19]([C:22]4[C:23]([C:28]#[N:29])=[CH:24][CH:25]=[CH:26][CH:27]=4)=[CH:18][CH:17]=3)=[C:11]([CH2:30][CH2:31][CH3:32])[N:10]3[N:33]=[CH:34][CH:35]=[C:9]23)=[CH:4][CH:3]=1.Br[CH2:37][C:38]([O:40][CH2:41][CH3:42])=[O:39].C(=O)([O-])[O-].[Cs+].[Cs+].C(OCC)(=O)C, predict the reaction product. The product is: [C:28]([C:23]1[CH:24]=[CH:25][CH:26]=[CH:27][C:22]=1[C:19]1[CH:20]=[CH:21][C:16]([CH2:15][C:12]2[C:13](=[O:14])[N:8]([C:5]3[CH:4]=[CH:3][C:2]([O:1][CH2:37][C:38]([O:40][CH2:41][CH3:42])=[O:39])=[CH:7][CH:6]=3)[C:9]3[N:10]([N:33]=[CH:34][CH:35]=3)[C:11]=2[CH2:30][CH2:31][CH3:32])=[CH:17][CH:18]=1)#[N:29].